This data is from NCI-60 drug combinations with 297,098 pairs across 59 cell lines. The task is: Regression. Given two drug SMILES strings and cell line genomic features, predict the synergy score measuring deviation from expected non-interaction effect. (1) Drug 1: CC1C(C(CC(O1)OC2CC(CC3=C2C(=C4C(=C3O)C(=O)C5=CC=CC=C5C4=O)O)(C(=O)C)O)N)O. Drug 2: CC1C(C(CC(O1)OC2CC(CC3=C2C(=C4C(=C3O)C(=O)C5=C(C4=O)C(=CC=C5)OC)O)(C(=O)CO)O)N)O.Cl. Cell line: SNB-75. Synergy scores: CSS=68.0, Synergy_ZIP=0.575, Synergy_Bliss=0.843, Synergy_Loewe=5.57, Synergy_HSA=6.79. (2) Drug 1: C1=C(C(=O)NC(=O)N1)F. Drug 2: CC1=C(C(=CC=C1)Cl)NC(=O)C2=CN=C(S2)NC3=CC(=NC(=N3)C)N4CCN(CC4)CCO. Cell line: HCT-15. Synergy scores: CSS=41.2, Synergy_ZIP=-1.26, Synergy_Bliss=-2.55, Synergy_Loewe=-1.71, Synergy_HSA=-0.0329. (3) Drug 1: CC1=CC=C(C=C1)C2=CC(=NN2C3=CC=C(C=C3)S(=O)(=O)N)C(F)(F)F. Drug 2: C1CN(CCN1C(=O)CCBr)C(=O)CCBr. Cell line: NCI-H522. Synergy scores: CSS=34.5, Synergy_ZIP=-6.87, Synergy_Bliss=-3.45, Synergy_Loewe=7.15, Synergy_HSA=4.71. (4) Drug 1: CCCS(=O)(=O)NC1=C(C(=C(C=C1)F)C(=O)C2=CNC3=C2C=C(C=N3)C4=CC=C(C=C4)Cl)F. Drug 2: CC1CCC2CC(C(=CC=CC=CC(CC(C(=O)C(C(C(=CC(C(=O)CC(OC(=O)C3CCCCN3C(=O)C(=O)C1(O2)O)C(C)CC4CCC(C(C4)OC)OCCO)C)C)O)OC)C)C)C)OC. Cell line: U251. Synergy scores: CSS=38.8, Synergy_ZIP=10.8, Synergy_Bliss=13.2, Synergy_Loewe=-0.446, Synergy_HSA=14.7. (5) Drug 1: CC1=C2C(C(=O)C3(C(CC4C(C3C(C(C2(C)C)(CC1OC(=O)C(C(C5=CC=CC=C5)NC(=O)C6=CC=CC=C6)O)O)OC(=O)C7=CC=CC=C7)(CO4)OC(=O)C)O)C)OC(=O)C. Drug 2: COCCOC1=C(C=C2C(=C1)C(=NC=N2)NC3=CC=CC(=C3)C#C)OCCOC.Cl. Cell line: MDA-MB-435. Synergy scores: CSS=65.6, Synergy_ZIP=6.70, Synergy_Bliss=4.32, Synergy_Loewe=-28.7, Synergy_HSA=3.20.